Predict the product of the given reaction. From a dataset of Forward reaction prediction with 1.9M reactions from USPTO patents (1976-2016). Given the reactants [CH2:1]([C:3]1([CH2:25][CH3:26])[C:7](=[O:8])[O:6][CH:5]([CH2:9][CH2:10][N:11]2[CH2:16][CH2:15][N:14]([C:17]3[CH:24]=[CH:23][CH:22]=[CH:21][C:18]=3C#N)[CH2:13][CH2:12]2)[CH2:4]1)[CH3:2].C1(N2CCNCC2)C=CC=CC=1.N1(C2C=CC=CC=2C#N)CCNCC1, predict the reaction product. The product is: [CH2:25]([C:3]1([CH2:1][CH3:2])[CH2:4][CH:5]([CH2:9][CH2:10][N:11]2[CH2:12][CH2:13][N:14]([C:17]3[CH:18]=[CH:21][CH:22]=[CH:23][CH:24]=3)[CH2:15][CH2:16]2)[O:6][C:7]1=[O:8])[CH3:26].